Dataset: Forward reaction prediction with 1.9M reactions from USPTO patents (1976-2016). Task: Predict the product of the given reaction. (1) Given the reactants [CH2:1]([N:8]1[CH2:13][CH2:12][C:11](=[O:14])[C:10]([CH3:16])([CH3:15])[CH2:9]1)[C:2]1[CH:7]=[CH:6][CH:5]=[CH:4][CH:3]=1.[C:17](=O)([O:21]CC)[O:18][CH2:19][CH3:20].[H-].[Na+].[Cl-].[NH4+], predict the reaction product. The product is: [CH2:1]([N:8]1[CH2:9][C:10]([CH3:16])([CH3:15])[C:11](=[O:14])[CH:12]([C:17]([O:18][CH2:19][CH3:20])=[O:21])[CH2:13]1)[C:2]1[CH:3]=[CH:4][CH:5]=[CH:6][CH:7]=1. (2) The product is: [C:3]([C:5]1[CH:10]=[CH:9][C:8]([NH:11]/[C:12](=[C:19]2\[C:20](=[O:31])[NH:21][C:22]3[C:27]\2=[CH:26][C:25]([N+:28]([O-:30])=[O:29])=[CH:24][CH:23]=3)/[C:13]2[CH:14]=[CH:15][CH:16]=[CH:17][CH:18]=2)=[CH:7][CH:6]=1)([OH:4])=[O:2]. Given the reactants C[O:2][C:3]([C:5]1[CH:10]=[CH:9][C:8]([NH:11]/[C:12](=[C:19]2\[C:20](=[O:31])[NH:21][C:22]3[C:27]\2=[CH:26][C:25]([N+:28]([O-:30])=[O:29])=[CH:24][CH:23]=3)/[C:13]2[CH:18]=[CH:17][CH:16]=[CH:15][CH:14]=2)=[CH:7][CH:6]=1)=[O:4].[OH-].[Na+], predict the reaction product. (3) Given the reactants [Cl:1][C:2]1[CH:3]=[C:4]([CH3:25])[C:5]([CH:21]=[C:22](Br)Br)=[C:6]2[C:10]=1[N:9]([S:11]([C:14]1[CH:20]=[CH:19][C:17]([CH3:18])=[CH:16][CH:15]=1)(=[O:13])=[O:12])[CH:8]=[CH:7]2.[NH2:26][C:27]1[CH:28]=[C:29]([CH:32]=[CH:33][C:34]=1[NH2:35])[C:30]#[N:31].C1N2CCN(CC2)C1, predict the reaction product. The product is: [Cl:1][C:2]1[CH:3]=[C:4]([CH3:25])[C:5]([CH2:21][C:22]2[NH:35][C:34]3[CH:33]=[CH:32][C:29]([C:30]#[N:31])=[CH:28][C:27]=3[N:26]=2)=[C:6]2[C:10]=1[N:9]([S:11]([C:14]1[CH:20]=[CH:19][C:17]([CH3:18])=[CH:16][CH:15]=1)(=[O:13])=[O:12])[CH:8]=[CH:7]2. (4) Given the reactants [N:1]([CH:4]1[CH2:10][CH2:9][C:8]2[CH:11]=[C:12]([F:15])[CH:13]=[CH:14][C:7]=2[NH:6][C:5]1=[O:16])=[N+]=[N-], predict the reaction product. The product is: [NH2:1][CH:4]1[CH2:10][CH2:9][C:8]2[CH:11]=[C:12]([F:15])[CH:13]=[CH:14][C:7]=2[NH:6][C:5]1=[O:16]. (5) Given the reactants FC1C=C(C[C@H](NC(=O)CN2C3CCCCC=3C(C(F)(F)F)=N2)C2N(C3C=CC(OC)=CC=3)C=CN=2)C=C(F)C=1.Cl.[Cl:42][C:43]1[CH:48]=[CH:47][C:46]([C:49]2[O:50][C:51]([CH:54]([NH2:64])[CH2:55][C:56]3[CH:61]=[C:60]([F:62])[CH:59]=[C:58]([F:63])[CH:57]=3)=[CH:52][N:53]=2)=[CH:45][CH:44]=1.[F:65][C:66]1[CH:67]=[C:68]2[C:72](=[CH:73][CH:74]=1)[NH:71][CH:70]=[C:69]2[CH2:75][C:76](O)=[O:77], predict the reaction product. The product is: [Cl:42][C:43]1[CH:48]=[CH:47][C:46]([C:49]2[O:50][C:51]([CH:54]([NH:64][C:76](=[O:77])[CH2:75][C:69]3[C:68]4[C:72](=[CH:73][CH:74]=[C:66]([F:65])[CH:67]=4)[NH:71][CH:70]=3)[CH2:55][C:56]3[CH:61]=[C:60]([F:62])[CH:59]=[C:58]([F:63])[CH:57]=3)=[CH:52][N:53]=2)=[CH:45][CH:44]=1. (6) The product is: [Br:1][C:2]1[CH:3]=[C:4]([CH:5]=[CH:6][CH:7]=1)[O:8][CH2:9][CH2:10][CH2:11][N:27]1[CH2:28][CH2:29][CH:24]([C:20]2[CH:19]=[C:18]([NH:17][C:15](=[O:16])[CH:14]([CH3:13])[CH3:30])[CH:23]=[CH:22][CH:21]=2)[CH2:25][CH2:26]1. Given the reactants [Br:1][C:2]1[CH:7]=[CH:6][CH:5]=[C:4]([O:8][CH2:9][CH2:10][CH2:11]Cl)[CH:3]=1.[CH3:13][CH:14]([CH3:30])[C:15]([NH:17][C:18]1[CH:23]=[CH:22][CH:21]=[C:20]([CH:24]2[CH2:29][CH2:28][NH:27][CH2:26][CH2:25]2)[CH:19]=1)=[O:16], predict the reaction product.